Predict the reactants needed to synthesize the given product. From a dataset of Full USPTO retrosynthesis dataset with 1.9M reactions from patents (1976-2016). (1) The reactants are: [CH3:1][N:2]([CH2:16][CH2:17][OH:18])[C:3]1[N:8]=[CH:7][CH:6]=[C:5]([C:9]2[CH:15]=[CH:14][C:12]([NH2:13])=[CH:11][CH:10]=2)[N:4]=1.F[C:20]1[CH:27]=[CH:26][C:23]([CH:24]=[O:25])=[CH:22][CH:21]=1. Given the product [CH3:1][N:2]([CH2:16][CH2:17][O:18][C:20]1[CH:27]=[CH:26][C:23]([CH:24]=[O:25])=[CH:22][CH:21]=1)[C:3]1[N:8]=[CH:7][CH:6]=[C:5]([C:9]2[CH:15]=[CH:14][C:12]([NH2:13])=[CH:11][CH:10]=2)[N:4]=1, predict the reactants needed to synthesize it. (2) Given the product [CH2:1]([C:13]1[CH:14]=[C:15]([C:18]#[N:20])[S:16][CH:17]=1)[CH2:2][CH2:3][CH2:4][CH2:5][CH2:6][CH2:7][CH2:8][CH2:9][CH2:10][CH2:11][CH3:12], predict the reactants needed to synthesize it. The reactants are: [CH2:1]([C:13]1[CH:14]=[C:15]([C:18]([NH2:20])=O)[S:16][CH:17]=1)[CH2:2][CH2:3][CH2:4][CH2:5][CH2:6][CH2:7][CH2:8][CH2:9][CH2:10][CH2:11][CH3:12]. (3) Given the product [F:8][C:9]1[CH:14]=[CH:13][C:12]([C:15]2[N:16]=[C:17]([CH:20]3[CH2:25][CH2:24][CH2:23][N:22]([C:36]([C:35]4[CH:39]=[CH:40][CH:41]=[C:33]([C:30]5[N:29]=[C:28]([C:27]([F:42])([F:26])[F:43])[O:32][N:31]=5)[CH:34]=4)=[O:37])[CH2:21]3)[S:18][CH:19]=2)=[CH:11][CH:10]=1, predict the reactants needed to synthesize it. The reactants are: OC(C(F)(F)F)=O.[F:8][C:9]1[CH:14]=[CH:13][C:12]([C:15]2[N:16]=[C:17]([CH:20]3[CH2:25][CH2:24][CH2:23][NH:22][CH2:21]3)[S:18][CH:19]=2)=[CH:11][CH:10]=1.[F:26][C:27]([F:43])([F:42])[C:28]1[O:32][N:31]=[C:30]([C:33]2[CH:34]=[C:35]([CH:39]=[CH:40][CH:41]=2)[C:36](O)=[O:37])[N:29]=1. (4) Given the product [Br:1][C:2]1[CH:29]=[CH:28][C:27]([F:30])=[CH:26][C:3]=1[O:4][CH:5]1[CH2:6][CH2:7][N:8]([C:11]2[S:12][C:13]3[C:18](=[O:19])[NH:17][C:16]([CH2:20][CH2:21][C:22]([NH2:32])=[O:24])=[N:15][C:14]=3[N:25]=2)[CH2:9][CH2:10]1, predict the reactants needed to synthesize it. The reactants are: [Br:1][C:2]1[CH:29]=[CH:28][C:27]([F:30])=[CH:26][C:3]=1[O:4][CH:5]1[CH2:10][CH2:9][N:8]([C:11]2[S:12][C:13]3[C:18](=[O:19])[NH:17][C:16]([CH2:20][CH2:21][C:22]([OH:24])=O)=[N:15][C:14]=3[N:25]=2)[CH2:7][CH2:6]1.C[N:32](C(ON1N=NC2C=CC=NC1=2)=[N+](C)C)C.F[P-](F)(F)(F)(F)F.[OH-].[NH4+]. (5) Given the product [C:1]([O:5][C:6]([CH:8]1[CH:14]([NH:32][C:36]([O:63][CH2:56][C:57]2[CH:62]=[CH:61][CH:60]=[CH:59][CH:58]=2)=[O:46])[CH2:13][CH:12]=[CH:11][CH2:10][N:9]1[S:18]([C:21]1[CH:26]=[CH:25][C:24]([O:27][CH3:28])=[CH:23][CH:22]=1)(=[O:19])=[O:20])=[O:7])([CH3:3])([CH3:2])[CH3:4], predict the reactants needed to synthesize it. The reactants are: [C:1]([O:5][C:6]([CH:8]1[CH:14](C(O)=O)[CH2:13][CH:12]=[CH:11][CH2:10][N:9]1[S:18]([C:21]1[CH:26]=[CH:25][C:24]([O:27][CH3:28])=[CH:23][CH:22]=1)(=[O:20])=[O:19])=[O:7])([CH3:4])([CH3:3])[CH3:2].C([N:32]([CH2:36]CC)CCC)CC.C1(P(N=[N+]=[N-])(C2C=CC=CC=2)=[O:46])C=CC=CC=1.[CH2:56]([OH:63])[C:57]1[CH:62]=[CH:61][CH:60]=[CH:59][CH:58]=1.